This data is from Catalyst prediction with 721,799 reactions and 888 catalyst types from USPTO. The task is: Predict which catalyst facilitates the given reaction. Reactant: [Cl:1][C:2]1[CH:16]=[C:15]2[C:5]([C:6]([OH:23])=[C:7]([C:18](OCC)=[O:19])[C:8](=[O:17])[C:9]32[CH2:14][CH2:13][O:12][CH2:11][CH2:10]3)=[CH:4][C:3]=1[F:24].C(N(C(C)C)C(C)C)C.Cl.[NH2:35][CH2:36][C:37]([O:39][C:40]([CH3:43])([CH3:42])[CH3:41])=[O:38]. Product: [Cl:1][C:2]1[CH:16]=[C:15]2[C:5]([C:6]([OH:23])=[C:7]([C:18]([NH:35][CH2:36][C:37]([O:39][C:40]([CH3:43])([CH3:42])[CH3:41])=[O:38])=[O:19])[C:8](=[O:17])[C:9]32[CH2:10][CH2:11][O:12][CH2:13][CH2:14]3)=[CH:4][C:3]=1[F:24]. The catalyst class is: 225.